Dataset: Full USPTO retrosynthesis dataset with 1.9M reactions from patents (1976-2016). Task: Predict the reactants needed to synthesize the given product. Given the product [CH:9]1[C:18]2[C:13](=[CH:14][C:15]([C:19](=[O:21])[CH2:2][C:1]#[N:3])=[CH:16][CH:17]=2)[CH:12]=[CH:11][N:10]=1, predict the reactants needed to synthesize it. The reactants are: [C:1](#[N:3])[CH3:2].C([Li])(C)(C)C.[CH:9]1[C:18]2[C:13](=[CH:14][C:15]([C:19]([O:21]C)=O)=[CH:16][CH:17]=2)[CH:12]=[CH:11][N:10]=1.